Dataset: Catalyst prediction with 721,799 reactions and 888 catalyst types from USPTO. Task: Predict which catalyst facilitates the given reaction. (1) Reactant: [Br:1][C:2]1[CH:3]=[C:4]([C:9](=[O:11])[CH3:10])[CH:5]=[CH:6][C:7]=1[F:8].[BH4-].[Na+]. Product: [Br:1][C:2]1[CH:3]=[C:4]([CH:9]([OH:11])[CH3:10])[CH:5]=[CH:6][C:7]=1[F:8]. The catalyst class is: 7. (2) Reactant: C([O:8][C:9]1[CH:10]=[CH:11][C:12]2[C@H:21]3[C@H:17]([CH2:18][N:19]([C:22]([O:24][C:25]([CH3:28])([CH3:27])[CH3:26])=[O:23])[CH2:20]3)[O:16][CH2:15][C:13]=2[CH:14]=1)C1C=CC=CC=1. Product: [OH:8][C:9]1[CH:10]=[CH:11][C:12]2[C@H:21]3[C@H:17]([CH2:18][N:19]([C:22]([O:24][C:25]([CH3:28])([CH3:27])[CH3:26])=[O:23])[CH2:20]3)[O:16][CH2:15][C:13]=2[CH:14]=1. The catalyst class is: 63.